From a dataset of Reaction yield outcomes from USPTO patents with 853,638 reactions. Predict the reaction yield, written as a fraction of the theoretical maximum amount of product (1.0 means a 100% yield; for example, 0.34 means a 34% yield). (1) The reactants are [NH2:1][C:2]1[C:3]([Cl:23])=[C:4]2[C:8](=[CH:9][C:10]=1[N+:11]([O-])=O)[C:7](=[O:14])[N:6]([CH:15]1[CH2:20][CH2:19][N:18]([CH3:21])[CH2:17][CH2:16]1)[C:5]2=[O:22].CC(O)C.Cl.CO. The catalyst is O1CCOCC1.[Pd]. The product is [NH2:1][C:2]1[C:3]([Cl:23])=[C:4]2[C:8](=[CH:9][C:10]=1[NH2:11])[C:7](=[O:14])[N:6]([CH:15]1[CH2:16][CH2:17][N:18]([CH3:21])[CH2:19][CH2:20]1)[C:5]2=[O:22]. The yield is 0.0600. (2) The reactants are [NH2:1][C:2]1[N:7]=[CH:6][N:5]=[C:4]2[N:8]([C@@H:25]3[CH2:30][CH2:29][CH2:28][N:27]([C:31](=[O:35])[CH2:32][C:33]#[N:34])[CH2:26]3)[N:9]=[C:10]([C:11]3[CH:16]=[CH:15][C:14]([O:17][C:18]4[CH:23]=[CH:22][CH:21]=[CH:20][CH:19]=4)=[CH:13][C:12]=3[F:24])[C:3]=12.[CH:36]1([CH:39]=O)[CH2:38][CH2:37]1.N1CCCCC1.ClCCl. The catalyst is CO. The product is [NH2:1][C:2]1[N:7]=[CH:6][N:5]=[C:4]2[N:8]([C@@H:25]3[CH2:30][CH2:29][CH2:28][N:27]([C:31]([C:32](=[CH:39][CH:36]4[CH2:38][CH2:37]4)[C:33]#[N:34])=[O:35])[CH2:26]3)[N:9]=[C:10]([C:11]3[CH:16]=[CH:15][C:14]([O:17][C:18]4[CH:19]=[CH:20][CH:21]=[CH:22][CH:23]=4)=[CH:13][C:12]=3[F:24])[C:3]=12. The yield is 0.240. (3) The reactants are [F:1][C:2]1[CH:25]=[CH:24][C:5]([CH2:6][N:7]2[C:19](=[O:20])[C:18]3[C:9](=[C:10]([OH:22])[C:11]4[N:12]=[CH:13][CH:14]=[N:15][C:16]=4[C:17]=3[OH:21])[C:8]2=[O:23])=[CH:4][CH:3]=1.N1C=CC=CC=1.Cl[C:33]([O:35][CH2:36][CH3:37])=[O:34]. The catalyst is CN(C=O)C. The product is [F:1][C:2]1[CH:25]=[CH:24][C:5]([CH2:6][N:7]2[C:8](=[O:23])[C:9]3[C:18](=[C:17]([OH:21])[C:16]4[N:15]=[CH:14][CH:13]=[N:12][C:11]=4[C:10]=3[O:22][C:33](=[O:34])[O:35][CH2:36][CH3:37])[C:19]2=[O:20])=[CH:4][CH:3]=1. The yield is 0.980. (4) The reactants are [Cl:1][C:2]1[C:3]([F:28])=[C:4]([CH:8]2[C:12]([C:15]3[CH:20]=[CH:19][C:18]([Cl:21])=[CH:17][C:16]=3[F:22])([C:13]#[N:14])[CH:11]([CH2:23][C:24]([CH3:27])([CH3:26])[CH3:25])[CH2:10][NH:9]2)[CH:5]=[CH:6][CH:7]=1.[C:29](O)(=[O:39])[C:30]1[CH:38]=[CH:37][C:33]([C:34]([OH:36])=[O:35])=[CH:32][CH:31]=1.CN(C(ON1N=NC2C=CC=NC1=2)=[N+](C)C)C.F[P-](F)(F)(F)(F)F.CCN(C(C)C)C(C)C. The catalyst is C(Cl)Cl. The product is [Cl:1][C:2]1[C:3]([F:28])=[C:4]([C@@H:8]2[C@:12]([C:15]3[CH:20]=[CH:19][C:18]([Cl:21])=[CH:17][C:16]=3[F:22])([C:13]#[N:14])[C@H:11]([CH2:23][C:24]([CH3:25])([CH3:27])[CH3:26])[CH2:10][N:9]2[C:29]([C:30]2[CH:38]=[CH:37][C:33]([C:34]([OH:36])=[O:35])=[CH:32][CH:31]=2)=[O:39])[CH:5]=[CH:6][CH:7]=1. The yield is 0.376. (5) The reactants are [OH:1][C:2]1[CH:3]=[C:4]([CH:7]=[CH:8][CH:9]=1)[CH:5]=[O:6].C(O[Cl:15])(C)(C)C. The catalyst is CC(O)=O. The product is [Cl:15][C:3]1[C:2]([OH:1])=[CH:9][CH:8]=[CH:7][C:4]=1[CH:5]=[O:6]. The yield is 0.550.